Predict the reactants needed to synthesize the given product. From a dataset of Full USPTO retrosynthesis dataset with 1.9M reactions from patents (1976-2016). Given the product [OH:9][CH2:8][C:4]1[CH:3]=[C:2]([NH:1][C:17](=[O:19])[CH3:18])[CH:7]=[CH:6][CH:5]=1, predict the reactants needed to synthesize it. The reactants are: [NH2:1][C:2]1[CH:3]=[C:4]([CH2:8][OH:9])[CH:5]=[CH:6][CH:7]=1.C(N(CC)CC)C.[C:17](OC(=O)C)(=[O:19])[CH3:18].